Dataset: Experimentally validated miRNA-target interactions with 360,000+ pairs, plus equal number of negative samples. Task: Binary Classification. Given a miRNA mature sequence and a target amino acid sequence, predict their likelihood of interaction. (1) The miRNA is mmu-miR-148a-3p with sequence UCAGUGCACUACAGAACUUUGU. The protein sequence of the target gene is MESLCGVLGFLLLAAGLPLQAAKRFRDVLGHEQYPDHMREHNQLRGWSSDENEWDEHLYPVWRRGDGRWKDSWEGGRVQAVLTSDSPALVGSNITFVVNLVFPRCQKEDANGNIVYEKNCRNDLGLTSDLHVYNWTAGADDGDWEDGTSRSQHLRFPDRRPFPRPHGWKKWSFVYVFHTLGQYFQKLGRCSARVSINTVNLTAGPQVMEVTVFRRYGRAYIPISKVKDVYVITDQIPVFVTMSQKNDRNLSDEIFLRDLPIVFDVLIHDPSHFLNDSAISYKWNFGDNTGLFVSNNHTLN.... Result: 0 (no interaction). (2) The miRNA is hsa-miR-665 with sequence ACCAGGAGGCUGAGGCCCCU. The protein sequence of the target gene is MCDLRRPAAGGMMDLAYVCEWEKWSKSTHCPSVPLACAWSCRNLIAFTMDLRSDDQDLTRMIHILDTEHPWDLHSIPSEHHEAITCLEWDQSGSRLLSADADGQIKCWSMADHLANSWESSVGSLVEGDPIVALSWLHNGVKLALHVEKSGASSFGEKFSRVKFSPSLTLFGGKPMEGWIAVTVSGLVTVSLLKPSGQVLTSTESLCRLRGRVALADIAFTGGGNIVVATADGSSASPVQFYKVCVSVVSEKCRIDTEILPSLFMRCTTDLNRKDKFPAITHLKFLARDMSEQVLLCASS.... Result: 1 (interaction).